Dataset: Forward reaction prediction with 1.9M reactions from USPTO patents (1976-2016). Task: Predict the product of the given reaction. (1) Given the reactants [CH:1]([C:4]1[CH:9]=[CH:8][C:7]([C:10]2[N:11]=[C:12]([NH:15][CH2:16][C:17]3[S:18][CH:19]=[CH:20][CH:21]=3)[S:13][CH:14]=2)=[CH:6][CH:5]=1)([CH3:3])[CH3:2].[H-].[Na+:23].[OH-:24].[Na+].Cl.[CH3:27][OH:28], predict the reaction product. The product is: [CH:1]([C:4]1[CH:5]=[CH:6][C:7]([C:10]2[N:11]=[C:12]([N:15]([CH2:16][C:17]3[S:18][CH:19]=[CH:20][CH:21]=3)[CH2:2][CH2:1][CH2:4][CH2:5][C:27]([O-:28])=[O:24])[S:13][CH:14]=2)=[CH:8][CH:9]=1)([CH3:3])[CH3:2].[Na+:23]. (2) Given the reactants Br[C:2]1[CH:9]=[C:8]([F:10])[CH:7]=[CH:6][C:3]=1[C:4]#[N:5].C([Cu])#N.[Br:14][C:15]1[CH:16]=[C:17]([CH:21]=[CH:22][CH:23]=1)[C:18](Cl)=[O:19], predict the reaction product. The product is: [Br:14][C:15]1[CH:16]=[C:17]([CH:21]=[CH:22][CH:23]=1)[C:18]([C:2]1[CH:9]=[C:8]([F:10])[CH:7]=[CH:6][C:3]=1[C:4]#[N:5])=[O:19]. (3) Given the reactants [CH3:1][O:2][C:3]1[CH:4]=[C:5]([CH:17]=[C:18]([O:21][CH3:22])[C:19]=1[CH3:20])[C:6]([NH:8][C:9]1[CH:14]=[CH:13][CH:12]=[CH:11][C:10]=1[O:15]C)=O.O.C1(C)C=CC(S(O)(=O)=O)=CC=1, predict the reaction product. The product is: [CH3:22][O:21][C:18]1[CH:17]=[C:5]([C:6]2[O:15][C:10]3[CH:11]=[CH:12][CH:13]=[CH:14][C:9]=3[N:8]=2)[CH:4]=[C:3]([O:2][CH3:1])[C:19]=1[CH3:20]. (4) The product is: [CH3:1][C:2]1[CH:7]=[C:6]([CH3:8])[NH:5][C:4](=[O:9])[C:3]=1[CH2:10][NH:11][C:12](=[O:37])[C:13]1[CH:18]=[C:17]([C:19]2[CH:20]=[N:21][C:22]([CH2:25][N:52]3[CH2:57][CH2:56][CH2:55][CH2:54][CH2:53]3)=[CH:23][CH:24]=2)[CH:16]=[C:15]([N:27]([CH2:34][CH3:35])[CH:28]2[CH2:29][CH2:30][O:31][CH2:32][CH2:33]2)[C:14]=1[CH3:36]. Given the reactants [CH3:1][C:2]1[CH:7]=[C:6]([CH3:8])[NH:5][C:4](=[O:9])[C:3]=1[CH2:10][NH:11][C:12](=[O:37])[C:13]1[CH:18]=[C:17]([C:19]2[CH:20]=[N:21][C:22]([CH2:25]O)=[CH:23][CH:24]=2)[CH:16]=[C:15]([N:27]([CH2:34][CH3:35])[CH:28]2[CH2:33][CH2:32][O:31][CH2:30][CH2:29]2)[C:14]=1[CH3:36].CS(Cl)(=O)=O.CCN(C(C)C)C(C)C.[NH:52]1[CH2:57][CH2:56][CH2:55][CH2:54][CH2:53]1, predict the reaction product. (5) Given the reactants [Br:1][C:2]1[C:11]2[C:10]([CH3:13])([CH3:12])[CH2:9][CH:8]=[C:7]([CH:14]([CH3:16])[CH3:15])[C:6]=2[CH:5]=[C:4](/[C:17](/[CH3:22])=[C:18](/[F:21])\[CH2:19][OH:20])[C:3]=1[O:23][CH2:24][CH3:25].C[N+]1([O-])CCOCC1.ClCCl, predict the reaction product. The product is: [Br:1][C:2]1[C:11]2[C:10]([CH3:13])([CH3:12])[CH2:9][CH:8]=[C:7]([CH:14]([CH3:16])[CH3:15])[C:6]=2[CH:5]=[C:4](/[C:17](/[CH3:22])=[C:18](/[F:21])\[CH:19]=[O:20])[C:3]=1[O:23][CH2:24][CH3:25]. (6) Given the reactants [Cl:1][C:2]1[CH:7]=[C:6]([Cl:8])[CH:5]=[CH:4][C:3]=1[C@H:9]1[C:14]([C:15]([O:17][CH2:18][CH3:19])=[O:16])=[C:13]([CH2:20]Br)[NH:12][C:11]([C:22]2[S:23][CH:24]=[CH:25][N:26]=2)=[N:10]1.[NH:27]1[CH2:32][CH2:31][O:30][CH2:29][C@H:28]1[C:33]([OH:35])=[O:34].C(=O)([O-])[O-].[K+].[K+], predict the reaction product. The product is: [Cl:1][C:2]1[CH:7]=[C:6]([Cl:8])[CH:5]=[CH:4][C:3]=1[C@@H:9]1[N:10]=[C:11]([C:22]2[S:23][CH:24]=[CH:25][N:26]=2)[NH:12][C:13]([CH2:20][N:27]2[CH2:32][CH2:31][O:30][CH2:29][C@H:28]2[C:33]([OH:35])=[O:34])=[C:14]1[C:15]([O:17][CH2:18][CH3:19])=[O:16].